From a dataset of Full USPTO retrosynthesis dataset with 1.9M reactions from patents (1976-2016). Predict the reactants needed to synthesize the given product. (1) Given the product [N+:15]([C:18]1[CH:25]=[CH:24][C:21]([CH2:22][S:1][C:2]2[N:7]=[CH:6][CH:5]=[CH:4][N:3]=2)=[CH:20][CH:19]=1)([O-:17])=[O:16], predict the reactants needed to synthesize it. The reactants are: [SH:1][C:2]1[N:7]=[CH:6][CH:5]=[CH:4][N:3]=1.C(N(CC)CC)C.[N+:15]([C:18]1[CH:25]=[CH:24][C:21]([CH2:22]Br)=[CH:20][CH:19]=1)([O-:17])=[O:16].O. (2) Given the product [Cl:1][C:2]1[CH:10]=[CH:9][C:8]([N:11]2[C:15](=[O:16])[NH:14][N:13]=[CH:12]2)=[CH:7][C:3]=1[C:4]([NH:44][CH2:43][CH2:42][C:41]1[CH:45]=[CH:46][CH:47]=[CH:48][C:40]=1[Cl:39])=[O:6], predict the reactants needed to synthesize it. The reactants are: [Cl:1][C:2]1[CH:10]=[CH:9][C:8]([N:11]2[C:15](=[O:16])[NH:14][N:13]=[CH:12]2)=[CH:7][C:3]=1[C:4]([OH:6])=O.ON1C2C=CC=CC=2N=N1.Cl.C(N=C=NCCCN(C)C)C.[Cl:39][C:40]1[CH:48]=[CH:47][CH:46]=[CH:45][C:41]=1[CH2:42][CH2:43][NH2:44].C(N(CC)CC)C. (3) Given the product [ClH:1].[F:2][C:3]1[CH:12]=[C:11]2[C:6]([C:7]([O:22][CH2:23][CH2:24][CH2:25][N:26]3[CH2:27][CH2:28][CH2:29][CH2:30][CH2:31]3)=[C:8]([C:14]3[CH:19]=[CH:18][CH:17]=[C:16]([OH:20])[CH:15]=3)[NH:9][C:10]2=[O:13])=[CH:5][CH:4]=1, predict the reactants needed to synthesize it. The reactants are: [ClH:1].[F:2][C:3]1[CH:12]=[C:11]2[C:6]([C:7]([O:22][CH2:23][CH2:24][CH2:25][N:26]3[CH2:31][CH2:30][CH2:29][CH2:28][CH2:27]3)=[C:8]([C:14]3[CH:19]=[CH:18][CH:17]=[C:16]([O:20]C)[CH:15]=3)[NH:9][C:10]2=[O:13])=[CH:5][CH:4]=1.B(Br)(Br)Br. (4) Given the product [NH:7]1[CH2:12][CH2:11][CH2:10][C@@H:9]2[C:14]3[CH:15]=[CH:16][CH:17]=[CH:18][C:19]=3[CH2:20][C@H:8]12, predict the reactants needed to synthesize it. The reactants are: [H-].[Al+3].[Li+].[H-].[H-].[H-].[NH:7]1[C:12](=O)[CH2:11][CH2:10][C@@H:9]2[C:14]3[CH:15]=[CH:16][CH:17]=[CH:18][C:19]=3[CH2:20][C@H:8]12.[OH-].[Na+].C(OCC)(=O)C. (5) Given the product [C:12]([N:1]1[C:9]2[C:4](=[CH:5][C:6]([CH2:10][NH:11][C:12](=[O:13])[O:14][C:15]([CH3:18])([CH3:17])[CH3:16])=[CH:7][CH:8]=2)[CH:3]=[CH:2]1)([O:14][C:15]([CH3:18])([CH3:17])[CH3:16])=[O:13], predict the reactants needed to synthesize it. The reactants are: [NH:1]1[C:9]2[C:4](=[CH:5][C:6]([CH2:10][NH2:11])=[CH:7][CH:8]=2)[CH:3]=[CH:2]1.[C:12](O[C:12]([O:14][C:15]([CH3:18])([CH3:17])[CH3:16])=[O:13])([O:14][C:15]([CH3:18])([CH3:17])[CH3:16])=[O:13]. (6) Given the product [CH3:1][S:2]([C:5]1[CH:10]=[CH:9][C:8]([C:11]2[CH:16]=[CH:15][C:14]([O:17][CH3:26])=[C:13]([O:22][CH3:19])[CH:12]=2)=[CH:7][CH:6]=1)(=[O:4])=[O:3], predict the reactants needed to synthesize it. The reactants are: [CH3:1][S:2]([C:5]1[CH:10]=[CH:9][C:8]([C:11]2[CH:16]=[CH:15][C:14]([OH:17])=[C:13](O)[CH:12]=2)=[CH:7][CH:6]=1)(=[O:4])=[O:3].[C:19](=[O:22])([O-])[O-].[K+].[K+].[I-].[CH4:26]. (7) Given the product [Cl:33][C:30]1[C:29]([S:34]([NH2:37])(=[O:36])=[O:35])=[C:28]([OH:38])[C:27]([NH:26][C:42]([NH:40][CH:3]([CH2:1][CH3:2])[CH2:7][CH3:8])=[O:43])=[CH:32][CH:31]=1, predict the reactants needed to synthesize it. The reactants are: [CH2:1]([CH:3]([CH2:7][CH3:8])C(O)=O)[CH3:2].C1C=CC(P(N=[N+]=[N-])(C2C=CC=CC=2)=O)=CC=1.[NH2:26][C:27]1[C:28]([OH:38])=[C:29]([S:34]([NH2:37])(=[O:36])=[O:35])[C:30]([Cl:33])=[CH:31][CH:32]=1.C[N:40]([CH:42]=[O:43])C. (8) The reactants are: [OH:1][C:2]1[CH:7]=[CH:6][C:5]([CH2:8][C:9]([OH:11])=[O:10])=[CH:4][C:3]=1[O:12][C:13]1[CH:18]=[CH:17][C:16]([C:19]([F:22])([F:21])[F:20])=[CH:15][C:14]=1[CH2:23][N:24]1[C@@H:28]([CH3:29])[C@@H:27]([C:30]2[CH:35]=[CH:34][CH:33]=[CH:32][CH:31]=2)[O:26][C:25]1=[O:36].C(=O)([O-])[O-].[Cs+].[Cs+].[CH2:43](Br)[C:44]1[CH:49]=[CH:48][CH:47]=[CH:46][CH:45]=1. Given the product [CH2:43]([O:10][C:9](=[O:11])[CH2:8][C:5]1[CH:6]=[CH:7][C:2]([O:1][CH2:8][C:5]2[CH:6]=[CH:7][CH:2]=[CH:3][CH:4]=2)=[C:3]([O:12][C:13]2[CH:18]=[CH:17][C:16]([C:19]([F:20])([F:21])[F:22])=[CH:15][C:14]=2[CH2:23][N:24]2[C@@H:28]([CH3:29])[C@@H:27]([C:30]3[CH:35]=[CH:34][CH:33]=[CH:32][CH:31]=3)[O:26][C:25]2=[O:36])[CH:4]=1)[C:44]1[CH:49]=[CH:48][CH:47]=[CH:46][CH:45]=1, predict the reactants needed to synthesize it.